Task: Predict the reactants needed to synthesize the given product.. Dataset: Full USPTO retrosynthesis dataset with 1.9M reactions from patents (1976-2016) (1) Given the product [C:2]1([C:1]2[O:8][C:10](=[O:18])[C:11]3[CH:17]=[CH:16][CH:15]=[CH:14][C:12]=3[N:13]=2)[CH:7]=[CH:6][CH:5]=[CH:4][CH:3]=1, predict the reactants needed to synthesize it. The reactants are: [C:1](Cl)(=[O:8])[C:2]1[CH:7]=[CH:6][CH:5]=[CH:4][CH:3]=1.[C:10](O)(=[O:18])[C:11]1[C:12](=[CH:14][CH:15]=[CH:16][CH:17]=1)[NH2:13].O. (2) Given the product [NH2:1][C:2](=[O:37])[CH2:3][C:4]1[CH:5]=[C:6]2[N:12]([C:13](=[O:25])[C:14]3[C:19]([C:20]([F:21])([F:22])[F:23])=[CH:18][CH:17]=[CH:16][C:15]=3[Cl:24])[N:11]=[C:10]([C:26]3[CH:35]=[CH:34][C:29]([C:30]([OH:32])=[O:31])=[CH:28][C:27]=3[F:36])[C:7]2=[N:8][CH:9]=1, predict the reactants needed to synthesize it. The reactants are: [NH2:1][C:2](=[O:37])[CH2:3][C:4]1[CH:5]=[C:6]2[N:12]([C:13](=[O:25])[C:14]3[C:19]([C:20]([F:23])([F:22])[F:21])=[CH:18][CH:17]=[CH:16][C:15]=3[Cl:24])[N:11]=[C:10]([C:26]3[CH:35]=[CH:34][C:29]([C:30]([O:32]C)=[O:31])=[CH:28][C:27]=3[F:36])[C:7]2=[N:8][CH:9]=1.O[Li].O.